From a dataset of Full USPTO retrosynthesis dataset with 1.9M reactions from patents (1976-2016). Predict the reactants needed to synthesize the given product. (1) The reactants are: [F:1][C:2]1[CH:7]=[CH:6][C:5]([N:8]2[C:16]3[C:11](=[CH:12][C:13]([O:17][C@H:18]([C:22]4[CH:27]=[CH:26][CH:25]=[C:24]([O:28][CH3:29])[CH:23]=4)[C@@H:19]([NH2:21])[CH3:20])=[CH:14][CH:15]=3)[CH:10]=[N:9]2)=[CH:4][CH:3]=1.[F:30][C:31]([F:42])([F:41])[C:32]1[CH:40]=[CH:39][C:35]([C:36](O)=[O:37])=[CH:34][CH:33]=1.CN(C(ON1N=NC2C=CC=CC1=2)=[N+](C)C)C.F[P-](F)(F)(F)(F)F.C(N(CC)C(C)C)(C)C. Given the product [F:1][C:2]1[CH:3]=[CH:4][C:5]([N:8]2[C:16]3[C:11](=[CH:12][C:13]([O:17][C@H:18]([C:22]4[CH:27]=[CH:26][CH:25]=[C:24]([O:28][CH3:29])[CH:23]=4)[C@@H:19]([NH:21][C:36](=[O:37])[C:35]4[CH:39]=[CH:40][C:32]([C:31]([F:30])([F:41])[F:42])=[CH:33][CH:34]=4)[CH3:20])=[CH:14][CH:15]=3)[CH:10]=[N:9]2)=[CH:6][CH:7]=1, predict the reactants needed to synthesize it. (2) Given the product [Br:3][CH2:4][CH2:5][CH2:6][CH2:7][CH2:8][CH2:9][C:10]1([CH2:44][CH2:45][CH2:46][CH2:47][CH2:48][CH2:49][Br:50])[C:22]2[C:21]([C:23]3[C:28]4[N:29]=[N:30][S:31][C:27]=4[C:26]([C:32]#[CH:33])=[CH:25][CH:24]=3)=[CH:20][CH:19]=[CH:18][C:17]=2[C:16]2[C:11]1=[CH:12][C:13]([C:38]#[CH:39])=[CH:14][CH:15]=2, predict the reactants needed to synthesize it. The reactants are: [OH-].[K+].[Br:3][CH2:4][CH2:5][CH2:6][CH2:7][CH2:8][CH2:9][C:10]1([CH2:44][CH2:45][CH2:46][CH2:47][CH2:48][CH2:49][Br:50])[C:22]2[C:21]([C:23]3[C:28]4[N:29]=[N:30][S:31][C:27]=4[C:26]([C:32]#[C:33][Si](C)(C)C)=[CH:25][CH:24]=3)=[CH:20][CH:19]=[CH:18][C:17]=2[C:16]2[C:11]1=[CH:12][C:13]([C:38]#[C:39][Si](C)(C)C)=[CH:14][CH:15]=2. (3) Given the product [F:11][C:12]1[CH:17]=[CH:16][C:15]([C:18]2[O:19][C:20]3[CH:30]=[C:29]([N:31]([CH3:36])[S:32]([CH3:35])(=[O:33])=[O:34])[C:28]([C:2]4[N:3]=[CH:4][C:5]5[N:6]([CH:8]=[CH:9][N:10]=5)[CH:7]=4)=[CH:27][C:21]=3[C:22]=2[C:23]([NH:25][CH3:26])=[O:24])=[CH:14][CH:13]=1, predict the reactants needed to synthesize it. The reactants are: Br[C:2]1[N:3]=[CH:4][C:5]2[N:6]([CH:8]=[CH:9][N:10]=2)[CH:7]=1.[F:11][C:12]1[CH:17]=[CH:16][C:15]([C:18]2[O:19][C:20]3[CH:30]=[C:29]([N:31]([CH3:36])[S:32]([CH3:35])(=[O:34])=[O:33])[C:28](B4OC(C)(C)C(C)(C)O4)=[CH:27][C:21]=3[C:22]=2[C:23]([NH:25][CH3:26])=[O:24])=[CH:14][CH:13]=1.[O-]P([O-])([O-])=O.[K+].[K+].[K+]. (4) Given the product [O:13]1[CH:17]=[CH:16][CH:15]=[C:14]1[C:2]1[CH:3]=[N:4][N:5]([C:7]2[CH:12]=[CH:11][CH:10]=[CH:9][CH:8]=2)[CH:6]=1, predict the reactants needed to synthesize it. The reactants are: Br[C:2]1[CH:3]=[N:4][N:5]([C:7]2[CH:12]=[CH:11][CH:10]=[CH:9][CH:8]=2)[CH:6]=1.[O:13]1[CH:17]=[CH:16][CH:15]=[C:14]1B(O)O.C([O-])([O-])=O.[Cs+].[Cs+]. (5) The reactants are: C([O:3][C:4](=[O:38])[C:5]([O:8][C:9]1[CH:14]=[CH:13][C:12]([O:15][CH2:16][CH2:17][C:18]2[N:19]=[C:20]([C:24]3[CH:25]=[C:26]([C:30]4[CH:35]=[CH:34][C:33]([CH:36]=[O:37])=[CH:32][CH:31]=4)[CH:27]=[CH:28][CH:29]=3)[O:21][C:22]=2[CH3:23])=[CH:11][CH:10]=1)([CH3:7])[CH3:6])C.[OH-].[Na+].Cl.C(OCC)(=O)C. Given the product [CH:36]([C:33]1[CH:32]=[CH:31][C:30]([C:26]2[CH:27]=[CH:28][CH:29]=[C:24]([C:20]3[O:21][C:22]([CH3:23])=[C:18]([CH2:17][CH2:16][O:15][C:12]4[CH:11]=[CH:10][C:9]([O:8][C:5]([CH3:6])([CH3:7])[C:4]([OH:38])=[O:3])=[CH:14][CH:13]=4)[N:19]=3)[CH:25]=2)=[CH:35][CH:34]=1)=[O:37], predict the reactants needed to synthesize it. (6) Given the product [Cl:21][C:22]1[CH:30]=[C:29]([Cl:31])[CH:28]=[CH:27][C:23]=1[C:1]1[CH:2]=[C:3]([OH:5])[N:34]([CH3:33])[N:35]=1, predict the reactants needed to synthesize it. The reactants are: [C:1](OCC)(=O)[CH2:2][C:3]([O-:5])=O.[K+].C(N(CC)CC)C.[Cl-].[Mg+2].[Cl-].[Cl:21][C:22]1[CH:30]=[C:29]([Cl:31])[CH:28]=[CH:27][C:23]=1C(Cl)=O.Cl.[CH3:33][NH:34][NH2:35].